Dataset: Full USPTO retrosynthesis dataset with 1.9M reactions from patents (1976-2016). Task: Predict the reactants needed to synthesize the given product. (1) Given the product [CH:59]1[C:58]2[CH2:57][C@H:56]3[N:47]([CH2:48][CH2:49][C@@:50]45[C@H:55]3[CH:54]=[CH:53][C@H:52]([OH:68])[C@@H:51]4[O:64][C:62]([C:63]=25)=[C:61]([OH:65])[CH:60]=1)[CH3:46], predict the reactants needed to synthesize it. The reactants are: NCCC1C=CC(O)=CC=1.NCCC1C=CC(O)=C(O)C=1.COC1C=CC2N=CC=C([C@H](O)[C@@H]3N4C[C@H](C=C)C(CC4)C3)C=2C=1.[CH3:46][N:47]1[CH:56]([CH2:57][C:58]2[CH:59]=[CH:60][C:61]([O:65]C)=[C:62]([OH:64])[CH:63]=2)[C:55]2[CH:54]=[C:53](O)[C:52]([O:68]C)=[CH:51][C:50]=2[CH2:49][CH2:48]1.CN1[C@@H]2CC3C=CC(OC)=C4O[C@H]5[C@@H](O)C=C[C@@H]2[C@]5(C=34)CC1. (2) Given the product [F:27][C:28]1[CH:35]=[CH:34][C:31]([CH2:32][NH:33][CH2:11][CH2:10][CH2:9][CH2:8][C@@H:7]([O:6][C:5]2[CH:24]=[CH:25][C:2]([F:1])=[C:3]([CH3:26])[CH:4]=2)[C:13]([N:15]2[C@@H:19]([CH:20]([CH3:22])[CH3:21])[CH2:18][O:17][C:16]2=[O:23])=[O:14])=[CH:30][C:29]=1[CH3:36], predict the reactants needed to synthesize it. The reactants are: [F:1][C:2]1[CH:25]=[CH:24][C:5]([O:6][C@@H:7]([C:13]([N:15]2[C@@H:19]([CH:20]([CH3:22])[CH3:21])[CH2:18][O:17][C:16]2=[O:23])=[O:14])[CH2:8][CH2:9][CH2:10][CH:11]=O)=[CH:4][C:3]=1[CH3:26].[F:27][C:28]1[CH:35]=[CH:34][C:31]([CH2:32][NH2:33])=[CH:30][C:29]=1[CH3:36].[BH-](OC(C)=O)(OC(C)=O)OC(C)=O.[Na+].CC(O)=O.